Dataset: Full USPTO retrosynthesis dataset with 1.9M reactions from patents (1976-2016). Task: Predict the reactants needed to synthesize the given product. (1) The reactants are: [CH2:1]([O:4][C:5]1[C:6]([CH2:30][CH3:31])=[C:7]([CH2:25][C:26]([O:28][CH3:29])=[O:27])[C:8]([C:15](=[O:24])[C:16]2[CH:21]=[CH:20][CH:19]=[C:18](SC)[CH:17]=2)=[C:9]([O:11][CH2:12][CH:13]=[CH2:14])[CH:10]=1)[CH:2]=[CH2:3].O[O:33][S:34]([O-:36])=O.[K+].[CH3:38]O. Given the product [CH2:1]([O:4][C:5]1[C:6]([CH2:30][CH3:31])=[C:7]([CH2:25][C:26]([O:28][CH3:29])=[O:27])[C:8]([C:15](=[O:24])[C:16]2[CH:17]=[CH:18][CH:19]=[C:20]([S:34]([CH3:38])(=[O:36])=[O:33])[CH:21]=2)=[C:9]([O:11][CH2:12][CH:13]=[CH2:14])[CH:10]=1)[CH:2]=[CH2:3], predict the reactants needed to synthesize it. (2) The reactants are: [NH2:1][CH2:2][C@@H:3]1[C@@H:11]([C@@:12]2([CH3:21])[CH2:17][CH2:16][C@H:15]([OH:18])[CH2:14][C@@H:13]2[CH2:19][OH:20])[CH2:10][CH2:9][C:8]2[C:7]([CH3:23])([CH3:22])[CH2:6][CH2:5][C:4]1=2.[CH2:24]([N:26]=[C:27]=[O:28])[CH3:25]. Given the product [CH2:24]([NH:26][C:27]([NH:1][CH2:2][C@@H:3]1[C@@H:11]([C@@:12]2([CH3:21])[CH2:17][CH2:16][C@H:15]([OH:18])[CH2:14][C@@H:13]2[CH2:19][OH:20])[CH2:10][CH2:9][C:8]2[C:7]([CH3:23])([CH3:22])[CH2:6][CH2:5][C:4]1=2)=[O:28])[CH3:25], predict the reactants needed to synthesize it. (3) The reactants are: [OH:1][C:2]1[CH:3]=[C:4]([NH:8][C:9]2[CH:10]=[C:11]([CH:14]=[CH:15][N:16]=2)[C:12]#[N:13])[CH:5]=[CH:6][CH:7]=1.O.[NH4+]=[S:19]. Given the product [OH:1][C:2]1[CH:3]=[C:4]([NH:8][C:9]2[CH:10]=[C:11]([CH:14]=[CH:15][N:16]=2)[C:12]([NH2:13])=[S:19])[CH:5]=[CH:6][CH:7]=1, predict the reactants needed to synthesize it. (4) Given the product [Br:23][C:14]1[CH:15]=[C:16]([Cl:17])[C:9]([Cl:8])=[C:10]([CH:13]=1)[CH:11]=[O:12], predict the reactants needed to synthesize it. The reactants are: C(O)(C(F)(F)F)=O.[Cl:8][C:9]1[C:16]([Cl:17])=[CH:15][CH:14]=[CH:13][C:10]=1[CH:11]=[O:12].S(=O)(=O)(O)O.[Br:23]N1C(=O)CCC1=O. (5) Given the product [F:31][C:4]1[CH:3]=[C:2]([NH:1][C:43]([NH:42][C:40](=[O:41])[CH2:39][C:36]2[CH:37]=[CH:38][C:33]([F:32])=[CH:34][CH:35]=2)=[O:44])[CH:30]=[CH:29][C:5]=1[O:6][C:7]1[CH:12]=[CH:11][N:10]=[CH:9][C:8]=1[C:13]#[C:14][C:15]1[CH2:20][CH2:19][CH:18]([NH:21][C:22](=[O:28])[O:23][C:24]([CH3:25])([CH3:26])[CH3:27])[CH2:17][CH:16]=1, predict the reactants needed to synthesize it. The reactants are: [NH2:1][C:2]1[CH:30]=[CH:29][C:5]([O:6][C:7]2[CH:12]=[CH:11][N:10]=[CH:9][C:8]=2[C:13]#[C:14][C:15]2[CH2:20][CH2:19][CH:18]([NH:21][C:22](=[O:28])[O:23][C:24]([CH3:27])([CH3:26])[CH3:25])[CH2:17][CH:16]=2)=[C:4]([F:31])[CH:3]=1.[F:32][C:33]1[CH:38]=[CH:37][C:36]([CH2:39][C:40]([N:42]=[C:43]=[O:44])=[O:41])=[CH:35][CH:34]=1.COC1C=CC(CNC2N=CN=C(OC3C=CC(NC(NC(=O)CC4C=CC(F)=CC=4)=O)=CC=3F)C=2)=CC=1. (6) Given the product [Br:1][C:2]1[C:3]([Cl:11])=[CH:4][C:5]([O:9][CH3:10])=[C:6]([NH:12][C@@H:13]([CH3:17])[C:14]([OH:16])=[O:15])[CH:7]=1, predict the reactants needed to synthesize it. The reactants are: [Br:1][C:2]1[CH:7]=[C:6](I)[C:5]([O:9][CH3:10])=[CH:4][C:3]=1[Cl:11].[NH2:12][C@@H:13]([CH3:17])[C:14]([OH:16])=[O:15].C1(NN=CC2C=CC=CC=2O)C=CC=CC=1.O. (7) Given the product [CH3:1][O:2][C:3]([C:5]1[CH:10]=[CH:9][C:8]([CH:17]2[CH2:19][CH2:18]2)=[C:7]([O:12][CH2:13][CH2:14][O:15][CH3:16])[N:6]=1)=[O:4], predict the reactants needed to synthesize it. The reactants are: [CH3:1][O:2][C:3]([C:5]1[CH:10]=[CH:9][C:8](Br)=[C:7]([O:12][CH2:13][CH2:14][O:15][CH3:16])[N:6]=1)=[O:4].[CH:17]1(B(O)O)[CH2:19][CH2:18]1.P([O-])([O-])([O-])=O.[K+].[K+].[K+]. (8) The reactants are: [F:1][C:2]([F:20])([F:19])[C:3](=O)[CH2:4][C:5]([C:7]1[CH:17]=[CH:16][C:10]2[O:11][CH2:12][C:13](=[O:15])[NH:14][C:9]=2[CH:8]=1)=O.Cl.[Cl:22][C:23]1[CH:28]=[CH:27][C:26]([NH:29][NH2:30])=[C:25]([F:31])[CH:24]=1. Given the product [Cl:22][C:23]1[CH:28]=[CH:27][C:26]([N:29]2[C:5]([C:7]3[CH:17]=[CH:16][C:10]4[O:11][CH2:12][C:13](=[O:15])[NH:14][C:9]=4[CH:8]=3)=[CH:4][C:3]([C:2]([F:20])([F:19])[F:1])=[N:30]2)=[C:25]([F:31])[CH:24]=1, predict the reactants needed to synthesize it. (9) Given the product [CH2:12]([N:19]1[CH2:24][CH2:23][C:22]2[C:25](=[O:26])[NH:10][CH:8]=[N:9][C:21]=2[CH2:20]1)[C:13]1[CH:18]=[CH:17][CH:16]=[CH:15][CH:14]=1, predict the reactants needed to synthesize it. The reactants are: C[O-].[Na+].C(O)(=O)C.[CH:8]([NH2:10])=[NH:9].Cl.[CH2:12]([N:19]1[CH2:24][CH2:23][CH:22]([C:25](OCC)=[O:26])[C:21](=O)[CH2:20]1)[C:13]1[CH:18]=[CH:17][CH:16]=[CH:15][CH:14]=1.C(O)(=O)C. (10) The reactants are: [Br:1][C:2]1[S:3][C:4](C(O)=O)=[C:5]([C:7]2[CH:12]=[C:11]([Cl:13])[CH:10]=[CH:9][C:8]=2[O:14][CH3:15])[N:6]=1.C1(P(N=[N+]=[N-])(C2C=CC=CC=2)=[O:26])C=CC=CC=1.C([N:38]([CH2:41]C)CC)C.[C:43]([OH:47])([CH3:46])([CH3:45])[CH3:44]. Given the product [Br:1][C:2]1[S:3][C:4]([NH:38][C:41](=[O:26])[O:47][C:43]([CH3:46])([CH3:45])[CH3:44])=[C:5]([C:7]2[CH:12]=[C:11]([Cl:13])[CH:10]=[CH:9][C:8]=2[O:14][CH3:15])[N:6]=1, predict the reactants needed to synthesize it.